Dataset: Experimentally validated miRNA-target interactions with 360,000+ pairs, plus equal number of negative samples. Task: Binary Classification. Given a miRNA mature sequence and a target amino acid sequence, predict their likelihood of interaction. (1) The miRNA is mmu-miR-129-1-3p with sequence AAGCCCUUACCCCAAAAAGUAU. The protein sequence of the target gene is MTKKKRENLGVAQEIDGLEEKLSRCRKDLEAVTSQLYRAELSPEDRRSLEKEKHTLMNKASKYEKELKLLRHENRKNTLLSVAIFTVFALLYAYWTM. Result: 1 (interaction). (2) The miRNA is hsa-miR-3201 with sequence GGGAUAUGAAGAAAAAU. The protein sequence of the target gene is MEQRGQNAPAASGARKRHGPGPREARGARPGPRVPKTLVLVVAAVLLLVSAESALITQQDLAPQQRAAPQQKRSSPSEGLCPPGHHISEDGRDCISCKYGQDYSTHWNDLLFCLRCTRCDSGEVELSPCTTTRNTVCQCEEGTFREEDSPEMCRKCRTGCPRGMVKVGDCTPWSDIECVHKESGTKHSGEVPAVEETVTSSPGTPASPCSLSGIIIGVTVAAVVLIVAVFVCKSLLWKKVLPYLKGICSGGGGDPERVDRSSQRPGAEDNVLNEIVSILQPTQVPEQEMEVQEPAEPTGV.... Result: 1 (interaction).